Task: Predict the reactants needed to synthesize the given product.. Dataset: Full USPTO retrosynthesis dataset with 1.9M reactions from patents (1976-2016) (1) Given the product [C:1]([NH:9][C:10]1[S:11][CH2:12][C@@H:13]2[CH2:18][N:17]([C:46]3[N:47]=[CH:48][C:43]([F:42])=[CH:44][N:45]=3)[CH2:16][C@:14]2([C:19]2[CH:20]=[C:21]([NH:25][C:26]([C:28]3[CH:33]=[CH:32][C:31]([F:34])=[CH:30][N:29]=3)=[O:27])[CH:22]=[CH:23][CH:24]=2)[N:15]=1)(=[O:8])[C:2]1[CH:7]=[CH:6][CH:5]=[CH:4][CH:3]=1, predict the reactants needed to synthesize it. The reactants are: [C:1]([NH:9][C:10]1[S:11][CH2:12][C@@H:13]2[CH2:18][NH:17][CH2:16][C@:14]2([C:19]2[CH:20]=[C:21]([NH:25][C:26]([C:28]3[CH:33]=[CH:32][C:31]([F:34])=[CH:30][N:29]=3)=[O:27])[CH:22]=[CH:23][CH:24]=2)[N:15]=1)(=[O:8])[C:2]1[CH:7]=[CH:6][CH:5]=[CH:4][CH:3]=1.FC(F)(F)C(O)=O.[F:42][C:43]1[CH:44]=[N:45][C:46](Cl)=[N:47][CH:48]=1.C(N(C(C)C)CC)(C)C. (2) The reactants are: [CH3:1][C:2]1[N:3]=[C:4]2[S:22][CH:21]=[CH:20][N:5]2[C:6](=[O:19])[C:7]=1[C:8]1[CH:13]=[CH:12][C:11]([O:14][C:15]([F:18])([F:17])[F:16])=[CH:10][CH:9]=1.[CH3:23][O:24][C:25]1[C:26]([O:33][CH2:34][C:35]([CH3:38])([CH3:37])[CH3:36])=[C:27]([CH:30]=[CH:31][CH:32]=1)[CH:28]=O.[O-]CC.[Na+]. Given the product [CH3:23][O:24][C:25]1[C:26]([O:33][CH2:34][C:35]([CH3:38])([CH3:37])[CH3:36])=[C:27](/[CH:28]=[CH:1]/[C:2]2[N:3]=[C:4]3[S:22][CH:21]=[CH:20][N:5]3[C:6](=[O:19])[C:7]=2[C:8]2[CH:13]=[CH:12][C:11]([O:14][C:15]([F:17])([F:18])[F:16])=[CH:10][CH:9]=2)[CH:30]=[CH:31][CH:32]=1, predict the reactants needed to synthesize it. (3) Given the product [F:16][C:17]1[CH:26]=[C:25]([I:27])[CH:24]=[CH:23][C:18]=1[NH:19][C:20]1[N:21]([CH3:22])[C:11](=[O:13])[C:6]2[C:7]([CH3:10])=[N:8][O:9][C:5]=2[C:4]=1[C:3]([O:2][CH3:1])=[O:15], predict the reactants needed to synthesize it. The reactants are: [CH3:1][O:2][C:3](=[O:15])[CH2:4][C:5]1[O:9][N:8]=[C:7]([CH3:10])[C:6]=1[C:11]([O:13]C)=O.[F:16][C:17]1[CH:26]=[C:25]([I:27])[CH:24]=[CH:23][C:18]=1[N:19]=[C:20]=[N:21][CH3:22]. (4) Given the product [SH:2][C:1]1[O:21][C:10]2[CH:11]=[C:12]([O:19][CH3:20])[C:13]([O:17][CH3:18])=[C:14]([O:15][CH3:16])[C:9]=2[N:8]=1, predict the reactants needed to synthesize it. The reactants are: [C:1](=S)(OCC)[S-:2].[K+].[NH2:8][C:9]1[C:14]([O:15][CH3:16])=[C:13]([O:17][CH3:18])[C:12]([O:19][CH3:20])=[CH:11][C:10]=1[OH:21]. (5) Given the product [C:1]([O:5][C:6]([N:8]1[CH2:9][CH2:10][C:11]([C:14]2[NH:32][C:25]3[CH:30]=[CH:29][CH:28]=[CH:27][C:26]=3[N:31]=2)([NH:17][C:18]([O:20][C:21]([CH3:24])([CH3:23])[CH3:22])=[O:19])[CH2:12][CH2:13]1)=[O:7])([CH3:4])([CH3:3])[CH3:2], predict the reactants needed to synthesize it. The reactants are: [C:1]([O:5][C:6]([N:8]1[CH2:13][CH2:12][C:11]([NH:17][C:18]([O:20][C:21]([CH3:24])([CH3:23])[CH3:22])=[O:19])([C:14](O)=O)[CH2:10][CH2:9]1)=[O:7])([CH3:4])([CH3:3])[CH3:2].[C:25]1([NH2:32])[C:26]([NH2:31])=[CH:27][CH:28]=[CH:29][CH:30]=1. (6) The reactants are: [CH2:1]([O:8][C:9]1[CH:18]=[C:17]2[C:12]([C:13]3[N:21]4[CH2:22][CH2:23][CH2:24][N:25]([C:27]([O:29][C:30]([CH3:33])([CH3:32])[CH3:31])=[O:28])[CH2:26][C:20]4=[N:19][C:14]=3[CH:15]=[N:16]2)=[CH:11][CH:10]=1)[C:2]1[CH:7]=[CH:6][CH:5]=[CH:4][CH:3]=1.C1C=C(Cl)C=C(C(OO)=O)C=1.[OH-].[NH4+:46].C1(C)C=CC(S(Cl)(=O)=O)=CC=1. Given the product [NH2:46][C:15]1[C:14]2[N:19]=[C:20]3[CH2:26][N:25]([C:27]([O:29][C:30]([CH3:33])([CH3:32])[CH3:31])=[O:28])[CH2:24][CH2:23][CH2:22][N:21]3[C:13]=2[C:12]2[C:17](=[CH:18][C:9]([O:8][CH2:1][C:2]3[CH:7]=[CH:6][CH:5]=[CH:4][CH:3]=3)=[CH:10][CH:11]=2)[N:16]=1, predict the reactants needed to synthesize it. (7) Given the product [Br:1][C:2]1[CH:3]=[C:4]([NH:5][C:16](=[O:17])[O:18][CH3:19])[CH:6]=[CH:7][CH:8]=1, predict the reactants needed to synthesize it. The reactants are: [Br:1][C:2]1[CH:3]=[C:4]([CH:6]=[CH:7][CH:8]=1)[NH2:5].N1C=CC=CC=1.Cl[C:16]([O:18][CH3:19])=[O:17]. (8) Given the product [F:8][C:6]1[CH:5]=[C:4]([CH2:9][C:10]([NH:12][C@H:13]([C:15]([NH:18][CH:19]([C:25]2[CH:26]=[CH:27][C:28]3[S:32][CH:31]=[CH:30][C:29]=3[CH:33]=2)[C:20]([O:22][CH2:23][CH3:24])=[O:21])=[O:17])[CH3:14])=[O:11])[CH:3]=[C:2]([F:1])[CH:7]=1, predict the reactants needed to synthesize it. The reactants are: [F:1][C:2]1[CH:3]=[C:4]([CH2:9][C:10]([NH:12][C@H:13]([C:15]([OH:17])=O)[CH3:14])=[O:11])[CH:5]=[C:6]([F:8])[CH:7]=1.[NH2:18][CH:19]([C:25]1[CH:26]=[CH:27][C:28]2[S:32][CH:31]=[CH:30][C:29]=2[CH:33]=1)[C:20]([O:22][CH2:23][CH3:24])=[O:21].